This data is from Reaction yield outcomes from USPTO patents with 853,638 reactions. The task is: Predict the reaction yield, written as a fraction of the theoretical maximum amount of product (1.0 means a 100% yield; for example, 0.34 means a 34% yield). (1) The catalyst is CC(N(C)C)=O.CCOCC.C([O-])([O-])=O.[Na+].[Na+]. The reactants are [Br:1][C:2]1[CH:7]=[CH:6][C:5]([C:8]2[C:12]3[CH:13]=[CH:14][C:15]([C:17]#[C:18][CH2:19][CH2:20]OS(C)(=O)=O)=[CH:16][C:11]=3[S:10][N:9]=2)=[CH:4][CH:3]=1.[NH:26]1[CH2:29][CH2:28][CH2:27]1. The product is [N:26]1([CH2:20][CH2:19][C:18]#[C:17][C:15]2[CH:14]=[CH:13][C:12]3[C:8]([C:5]4[CH:6]=[CH:7][C:2]([Br:1])=[CH:3][CH:4]=4)=[N:9][S:10][C:11]=3[CH:16]=2)[CH2:29][CH2:28][CH2:27]1. The yield is 0.330. (2) The reactants are Br[C:2]1[CH:3]=[C:4]2[C:10]([C:11]3[O:15][N:14]=[CH:13][C:12]=3[C:16]3[CH:21]=[CH:20][CH:19]=[C:18]([F:22])[C:17]=3[F:23])=[CH:9][NH:8][C:5]2=[N:6][CH:7]=1.[N:24]1[CH:29]=[C:28](B(O)O)[CH:27]=[N:26][CH:25]=1.C([O-])(O)=O.[Na+].C(P(C(C)(C)C)C(C)(C)C)(C)(C)C. The catalyst is COCCOC.C(OCC)(=O)C.C1C=CC(P(C2C=CC=CC=2)[C-]2C=CC=C2)=CC=1.C1C=CC(P(C2C=CC=CC=2)[C-]2C=CC=C2)=CC=1.Cl[Pd]Cl.[Fe+2]. The product is [F:23][C:17]1[C:18]([F:22])=[CH:19][CH:20]=[CH:21][C:16]=1[C:12]1[CH:13]=[N:14][O:15][C:11]=1[C:10]1[C:4]2[C:5](=[N:6][CH:7]=[C:2]([C:28]3[CH:29]=[N:24][CH:25]=[N:26][CH:27]=3)[CH:3]=2)[NH:8][CH:9]=1. The yield is 0.100.